Task: Predict the reaction yield, written as a fraction of the theoretical maximum amount of product (1.0 means a 100% yield; for example, 0.34 means a 34% yield).. Dataset: Reaction yield outcomes from USPTO patents with 853,638 reactions (1) The reactants are [C:1]([O:5][C:6]([N:8]1[CH2:12][CH2:11][C:10]([C:14]2[CH:19]=[CH:18][C:17]([F:20])=[C:16]([Cl:21])[CH:15]=2)([OH:13])[CH2:9]1)=[O:7])([CH3:4])([CH3:3])[CH3:2].[H-].[Na+].I[CH3:25]. The catalyst is O1CCCC1. The product is [Cl:21][C:16]1[CH:15]=[C:14]([C:10]2([O:13][CH3:25])[CH2:11][CH2:12][N:8]([C:6]([O:5][C:1]([CH3:4])([CH3:2])[CH3:3])=[O:7])[CH2:9]2)[CH:19]=[CH:18][C:17]=1[F:20]. The yield is 0.560. (2) The reactants are C[O:2][C:3](=[O:24])[C:4]1[CH:9]=[CH:8][CH:7]=[C:6]([NH:10][C:11]([C:13]2[N:14]=[CH:15][C:16]3[C:21]([CH:22]=2)=[CH:20][CH:19]=[CH:18][CH:17]=3)=O)[C:5]=1[NH2:23].C([O-])(C)=O.[NH4+]. The catalyst is CC(O)=O. The product is [CH:15]1[C:16]2[C:21](=[CH:20][CH:19]=[CH:18][CH:17]=2)[CH:22]=[C:13]([C:11]2[NH:10][C:6]3[CH:7]=[CH:8][CH:9]=[C:4]([C:3]([OH:2])=[O:24])[C:5]=3[N:23]=2)[N:14]=1. The yield is 0.550. (3) The reactants are C[O:2][C:3]1[CH:4]=[C:5]([C:9]2[S:10][C:11]([C:14]3[CH:19]=[CH:18][C:17]([O:20]C)=[CH:16][CH:15]=3)=[CH:12][CH:13]=2)[CH:6]=[CH:7][CH:8]=1. The catalyst is CCCCCC.C(OCC)(=O)C. The product is [OH:20][C:17]1[CH:18]=[CH:19][C:14]([C:11]2[S:10][C:9]([C:5]3[CH:4]=[C:3]([OH:2])[CH:8]=[CH:7][CH:6]=3)=[CH:13][CH:12]=2)=[CH:15][CH:16]=1. The yield is 0.930. (4) The reactants are C(O)C.[OH-].[Na+].[CH3:6][O:7][CH2:8][C:9]1[CH:14]=[CH:13][C:12]([C:15]2[CH:20]=[CH:19][C:18]([C:21]([O:23]CC)=[O:22])=[CH:17][CH:16]=2)=[CH:11][CH:10]=1.Cl. The catalyst is O.C1COCC1. The product is [CH3:6][O:7][CH2:8][C:9]1[CH:10]=[CH:11][C:12]([C:15]2[CH:20]=[CH:19][C:18]([C:21]([OH:23])=[O:22])=[CH:17][CH:16]=2)=[CH:13][CH:14]=1. The yield is 0.960. (5) The reactants are [NH2:1][C:2]1[CH:3]=[N:4][CH:5]=[CH:6][C:7]=1[C@@H:8]1[CH2:13][C@H:12]([CH3:14])[CH2:11][C@H:10]([NH:15][C:16](=[O:22])[O:17][C:18]([CH3:21])([CH3:20])[CH3:19])[CH2:9]1.[Br:23][C:24]1[CH:25]=[N:26][N:27]2[CH:32]=[CH:31][C:30]([C:33](O)=[O:34])=[N:29][C:28]=12.CN(C(ON1N=NC2C=CC=NC1=2)=[N+](C)C)C.F[P-](F)(F)(F)(F)F.CN(C=O)C.CCN(C(C)C)C(C)C. The catalyst is C([O-])(O)=O.[Na+]. The product is [Br:23][C:24]1[CH:25]=[N:26][N:27]2[CH:32]=[CH:31][C:30]([C:33]([NH:1][C:2]3[CH:3]=[N:4][CH:5]=[CH:6][C:7]=3[C@@H:8]3[CH2:13][C@H:12]([CH3:14])[CH2:11][C@H:10]([NH:15][C:16](=[O:22])[O:17][C:18]([CH3:21])([CH3:20])[CH3:19])[CH2:9]3)=[O:34])=[N:29][C:28]=12. The yield is 0.910.